From a dataset of Full USPTO retrosynthesis dataset with 1.9M reactions from patents (1976-2016). Predict the reactants needed to synthesize the given product. (1) Given the product [C:1]([C:4]1[CH:13]=[CH:12][C:11]2[C:6](=[CH:7][CH:8]=[CH:9][CH:10]=2)[C:5]=1[C:25]1[CH:26]=[CH:27][CH:28]=[CH:29][C:24]=1[Br:23])(=[O:3])[CH3:2], predict the reactants needed to synthesize it. The reactants are: [C:1]([C:4]1[CH:13]=[CH:12][C:11]2[C:6](=[CH:7][CH:8]=[CH:9][CH:10]=2)[C:5]=1B1OC(C)(C)C(C)(C)O1)(=[O:3])[CH3:2].[Br:23][C:24]1[CH:29]=[CH:28][CH:27]=[CH:26][C:25]=1I.C(=O)([O-])[O-].[Na+].[Na+]. (2) Given the product [CH3:15][C:9]1[N:4]=[C:3]([C:2]([F:7])([F:6])[F:1])[NH:5][C:11](=[O:12])[CH:10]=1, predict the reactants needed to synthesize it. The reactants are: [F:1][C:2]([F:7])([F:6])[C:3](=[NH:5])[NH2:4].O=[C:9]([CH3:15])[CH2:10][C:11](OC)=[O:12].C[O-].[Na+]. (3) Given the product [C:1]([O:5][C:6](=[O:20])[C:7]([CH3:8])([S:9][C:10]1[CH:11]=[CH:12][C:13]([C:14]([O:16][CH2:34][C:32]2[N:31]=[N:30][N:29]([CH2:28][C:27]3[CH:26]=[CH:25][C:24]([O:23][C:22]([F:38])([F:21])[F:39])=[CH:37][CH:36]=3)[CH:33]=2)=[O:15])=[CH:17][CH:18]=1)[CH3:19])([CH3:2])([CH3:3])[CH3:4], predict the reactants needed to synthesize it. The reactants are: [C:1]([O:5][C:6](=[O:20])[C:7]([CH3:19])([S:9][C:10]1[CH:18]=[CH:17][C:13]([C:14]([OH:16])=[O:15])=[CH:12][CH:11]=1)[CH3:8])([CH3:4])([CH3:3])[CH3:2].[F:21][C:22]([F:39])([F:38])[O:23][C:24]1[CH:37]=[CH:36][C:27]([CH2:28][N:29]2[CH:33]=[C:32]([CH2:34]O)[N:31]=[N:30]2)=[CH:26][CH:25]=1.C1(N=C=NC2CCCCC2)CCCCC1. (4) Given the product [F:18][C:15]1[CH:16]=[CH:17][C:12]([C@@H:11]2[CH2:10][CH2:9][N:8]([CH3:20])[CH2:7][C@H:6]2[CH2:4][OH:3])=[CH:13][CH:14]=1, predict the reactants needed to synthesize it. The reactants are: C([O:3][C:4]([C@H:6]1[C@H:11]([C:12]2[CH:17]=[CH:16][C:15]([F:18])=[CH:14][CH:13]=2)[CH2:10][C:9](=O)[N:8]([CH3:20])[C:7]1=O)=O)C.[H-].[H-].[H-].[H-].[Li+].[Al+3]. (5) Given the product [C:30]1([O:20][C:19]([C:17]2[N:18]=[C:14]([CH:11]3[CH2:12][CH2:13][N:8]([C:6]([O:5][C:1]([CH3:4])([CH3:2])[CH3:3])=[O:7])[CH2:9][CH2:10]3)[S:15][CH:16]=2)=[O:21])[C:31]2[C:26](=[CH:25][CH:24]=[CH:23][CH:22]=2)[CH:27]=[CH:28][CH:29]=1, predict the reactants needed to synthesize it. The reactants are: [C:1]([O:5][C:6]([N:8]1[CH2:13][CH2:12][CH:11]([C:14]2[S:15][CH:16]=[C:17]([C:19]([OH:21])=[O:20])[N:18]=2)[CH2:10][CH2:9]1)=[O:7])([CH3:4])([CH3:3])[CH3:2].[C:22]1(O)[C:31]2[C:26](=[CH:27][CH:28]=[CH:29][CH:30]=2)[CH:25]=[CH:24][CH:23]=1. (6) Given the product [CH2:32]([O:31][C:29]([N:24]([CH2:23][C:14]1[CH:15]=[C:16]([C:19]([F:21])([F:22])[F:20])[CH:17]=[CH:18][C:13]=1[C:7]1[C:8]([O:11][CH3:12])=[CH:9][CH:10]=[C:5]([CH2:4][C:3]([OH:27])=[O:2])[CH:6]=1)[CH2:25][CH3:26])=[O:30])[C:33]1[CH:38]=[CH:37][CH:36]=[CH:35][CH:34]=1, predict the reactants needed to synthesize it. The reactants are: C[O:2][C:3](=[O:27])[CH2:4][C:5]1[CH:6]=[C:7]([C:13]2[CH:18]=[CH:17][C:16]([C:19]([F:22])([F:21])[F:20])=[CH:15][C:14]=2[CH2:23][NH:24][CH2:25][CH3:26])[C:8]([O:11][CH3:12])=[CH:9][CH:10]=1.Cl[C:29]([O:31][CH2:32][C:33]1[CH:38]=[CH:37][CH:36]=[CH:35][CH:34]=1)=[O:30]. (7) The reactants are: S(S([O-])=O)([O-])=O.[Na+].[Na+].[CH2:9]([O:16][C:17]1[CH:18]=[C:19]([N+:31]([O-])=O)[CH:20]=[CH:21][C:22]=1[O:23][CH2:24]C1C=CC=CC=1)[C:10]1[CH:15]=[CH:14][CH:13]=[CH:12][CH:11]=1.N. Given the product [CH2:9]([O:16][C:17]1[CH:18]=[C:19]([NH2:31])[CH:20]=[CH:21][C:22]=1[O:23][CH3:24])[C:10]1[CH:11]=[CH:12][CH:13]=[CH:14][CH:15]=1, predict the reactants needed to synthesize it.